This data is from Full USPTO retrosynthesis dataset with 1.9M reactions from patents (1976-2016). The task is: Predict the reactants needed to synthesize the given product. (1) The reactants are: [N:1]1[CH:6]=[CH:5][CH:4]=[C:3]([C:7]2[CH:8]=[CH:9][C:10]3[N:11]([C:13]([CH:16]=[O:17])=[CH:14][N:15]=3)[CH:12]=2)[CH:2]=1.Br[C:19]1C=CC2N(C(C=O)=CN=2)C=1.CC1N=CC(B(O)O)=CC=1. Given the product [CH3:19][C:6]1[N:1]=[CH:2][C:3]([C:7]2[CH:8]=[CH:9][C:10]3[N:11]([C:13]([CH:16]=[O:17])=[CH:14][N:15]=3)[CH:12]=2)=[CH:4][CH:5]=1, predict the reactants needed to synthesize it. (2) Given the product [C:15]1([CH2:14][CH:12]([C:11]2[N:7]([C:1]3[CH:2]=[CH:3][CH:4]=[CH:5][CH:6]=3)[N:8]=[N:9][CH:10]=2)[NH2:13])[CH:20]=[CH:19][CH:18]=[CH:17][CH:16]=1, predict the reactants needed to synthesize it. The reactants are: [C:1]1([N:7]2[C:11]([C:12]#[N:13])=[CH:10][N:9]=[N:8]2)[CH:6]=[CH:5][CH:4]=[CH:3][CH:2]=1.[CH2:14]([Mg]Cl)[C:15]1[CH:20]=[CH:19][CH:18]=[CH:17][CH:16]=1.CC(O)CC.[BH4-].[Na+]. (3) Given the product [CH2:1]([O:3][C:4]([N:6]1[CH2:22][CH2:21][C:10]2[C:11]3[CH:12]([Cl:31])[C:13]([F:19])([F:18])[CH2:14][C:15]=3[CH:16]=[CH:17][C:9]=2[CH2:8][CH2:7]1)=[O:5])[CH3:2], predict the reactants needed to synthesize it. The reactants are: [CH2:1]([O:3][C:4]([N:6]1[CH2:22][CH2:21][C:10]2[C:11]3[CH:12](O)[C:13]([F:19])([F:18])[CH2:14][C:15]=3[CH:16]=[CH:17][C:9]=2[CH2:8][CH2:7]1)=[O:5])[CH3:2].N1C=CC=CC=1.O=S(Cl)[Cl:31]. (4) Given the product [OH:14][N:13]=[C:2]([C:3]1[CH:12]=[CH:11][C:10]2[NH:15][CH:16]=[N:17][C:5]=2[CH:4]=1)[NH2:1], predict the reactants needed to synthesize it. The reactants are: [NH2:1][C:2](=[N:13][OH:14])[C:3]1[CH:4]=[C:5]([CH:10]=[CH:11][CH:12]=1)C(OC)=O.[NH:15]1C2C=CC(C#N)=CC=2[N:17]=[CH:16]1. (5) Given the product [CH:2]([OH:4])=[CH2:3].[C:2]([O:9][CH:5]=[CH2:6])(=[O:4])[CH3:3], predict the reactants needed to synthesize it. The reactants are: Cl.[CH:2](=[O:4])[CH3:3].[CH:5](=[O:9])[CH2:6]CC. (6) Given the product [C:1]([O:5][C:6]([NH:8][C@H:9]1[CH2:14][CH2:13][C@H:12]([NH:15][C:16]2[N:25]=[CH:24][C:23]3[C:18](=[CH:19][C:20]([C:26]([OH:28])=[O:27])=[CH:21][CH:22]=3)[N:17]=2)[CH2:11][CH2:10]1)=[O:7])([CH3:4])([CH3:2])[CH3:3], predict the reactants needed to synthesize it. The reactants are: [C:1]([O:5][C:6]([NH:8][C@H:9]1[CH2:14][CH2:13][C@H:12]([NH:15][C:16]2[N:25]=[CH:24][C:23]3[C:18](=[CH:19][C:20]([C:26]([O:28]C)=[O:27])=[CH:21][CH:22]=3)[N:17]=2)[CH2:11][CH2:10]1)=[O:7])([CH3:4])([CH3:3])[CH3:2].[Li+].[OH-]. (7) Given the product [CH2:16]([O:1][CH2:2][CH2:3][NH:4][C:5](=[O:11])[O:6][C:7]([CH3:8])([CH3:10])[CH3:9])[C:15]#[CH:14], predict the reactants needed to synthesize it. The reactants are: [OH:1][CH2:2][CH2:3][NH:4][C:5](=[O:11])[O:6][C:7]([CH3:10])([CH3:9])[CH3:8].[OH-].[Na+].[CH2:14](Br)[C:15]#[CH:16]. (8) Given the product [F:1][C:2]1[CH:10]=[C:9]2[C:5]([C:6]([C:17]#[N:18])=[C:7]([C:11]3[CH:12]=[N:13][CH:14]=[CH:15][CH:16]=3)[N:8]2[CH3:23])=[CH:4][CH:3]=1, predict the reactants needed to synthesize it. The reactants are: [F:1][C:2]1[CH:10]=[C:9]2[C:5]([C:6]([C:17]#[N:18])=[C:7]([C:11]3[CH:12]=[N:13][CH:14]=[CH:15][CH:16]=3)[NH:8]2)=[CH:4][CH:3]=1.[H-].[Na+].IC.[C:23]([O-])(O)=O.[Na+]. (9) Given the product [OH:38]/[N:37]=[CH:5]/[CH2:6][CH2:7][NH:8][C:9](=[O:22])[C:10]1[CH:15]=[C:14]([CH3:16])[CH:13]=[CH:12][C:11]=1[N:17]1[N:21]=[CH:20][CH:19]=[N:18]1, predict the reactants needed to synthesize it. The reactants are: Cl.C(O[CH:5](OCC)[CH2:6][CH2:7][NH:8][C:9](=[O:22])[C:10]1[CH:15]=[C:14]([CH3:16])[CH:13]=[CH:12][C:11]=1[N:17]1[N:21]=[CH:20][CH:19]=[N:18]1)C.C([O-])(O)=O.[Na+].C([O-])(=O)C.[Na+].Cl.[NH2:37][OH:38].